This data is from Full USPTO retrosynthesis dataset with 1.9M reactions from patents (1976-2016). The task is: Predict the reactants needed to synthesize the given product. (1) Given the product [NH2:8][C:5]1[C:4](=[N:9][NH:10][C:11]2[CH:16]=[CH:15][CH:14]=[C:13]([F:17])[CH:12]=2)[C:3]([CH2:2][NH:1][S:31]([CH2:27][CH2:28][CH2:29][CH3:30])(=[O:33])=[O:32])=[N:7][N:6]=1, predict the reactants needed to synthesize it. The reactants are: [NH2:1][CH2:2][C:3]1[C:4](=[N:9][NH:10][C:11]2[CH:16]=[CH:15][CH:14]=[C:13]([F:17])[CH:12]=2)[C:5]([NH2:8])=[N:6][N:7]=1.CCN(C(C)C)C(C)C.[CH2:27]([S:31](Cl)(=[O:33])=[O:32])[CH2:28][CH2:29][CH3:30]. (2) Given the product [CH3:33][C:34]([OH:32])([CH3:36])[CH2:35][NH:1][C@H:2]1[CH2:3][CH2:4][C@H:5]([CH2:8][NH:9][C:10]2[C:15]([N+:16]([O-:18])=[O:17])=[CH:14][N:13]=[C:12]([NH:19][CH2:20][C:21]3[CH:26]=[CH:25][CH:24]=[CH:23][C:22]=3[O:27][C:28]([F:30])([F:31])[F:29])[N:11]=2)[CH2:6][CH2:7]1, predict the reactants needed to synthesize it. The reactants are: [NH2:1][C@H:2]1[CH2:7][CH2:6][C@H:5]([CH2:8][NH:9][C:10]2[C:15]([N+:16]([O-:18])=[O:17])=[CH:14][N:13]=[C:12]([NH:19][CH2:20][C:21]3[CH:26]=[CH:25][CH:24]=[CH:23][C:22]=3[O:27][C:28]([F:31])([F:30])[F:29])[N:11]=2)[CH2:4][CH2:3]1.[O:32]1[C:34]([CH3:36])([CH3:35])[CH:33]1O. (3) Given the product [Br:1][C:2]1[CH:3]=[C:4]([CH2:9][C:10]([O:12][CH2:13][CH3:14])=[O:11])[CH:5]=[C:6]([Cl:20])[C:7]=1[OH:8], predict the reactants needed to synthesize it. The reactants are: [Br:1][C:2]1[CH:3]=[C:4]([CH2:9][C:10]([O:12][CH2:13][CH3:14])=[O:11])[CH:5]=[CH:6][C:7]=1[OH:8].CO.S(Cl)([Cl:20])(=O)=O.